Dataset: Reaction yield outcomes from USPTO patents with 853,638 reactions. Task: Predict the reaction yield, written as a fraction of the theoretical maximum amount of product (1.0 means a 100% yield; for example, 0.34 means a 34% yield). (1) The reactants are [N:1]1([C:7]2[C:8]3[N:16]=[C:15]([C:17]4[CH:18]=[N:19][CH:20]=[CH:21][CH:22]=4)[S:14][C:9]=3[N:10]=[C:11]([NH2:13])[N:12]=2)[CH2:6][CH2:5][NH:4][CH2:3][CH2:2]1.[C:23]1([CH3:32])[CH:28]=[CH:27][CH:26]=[C:25]([N:29]=[C:30]=[O:31])[CH:24]=1. No catalyst specified. The product is [NH2:13][C:11]1[N:12]=[C:7]([N:1]2[CH2:6][CH2:5][N:4]([C:30]([NH:29][C:25]3[CH:24]=[C:23]([CH3:32])[CH:28]=[CH:27][CH:26]=3)=[O:31])[CH2:3][CH2:2]2)[C:8]2[N:16]=[C:15]([C:17]3[CH:18]=[N:19][CH:20]=[CH:21][CH:22]=3)[S:14][C:9]=2[N:10]=1. The yield is 0.420. (2) The reactants are [C:1]([O:4][CH:5]1[C:9]2[N:10]=[CH:11][N:12]=[C:13](Cl)[C:8]=2[CH2:7][CH2:6]1)(=[O:3])[CH3:2].[C:15]([N:22]1[CH2:27][CH2:26][NH:25][CH2:24][CH2:23]1)([O:17][C:18]([CH3:21])([CH3:20])[CH3:19])=[O:16]. The yield is 0.750. The product is [C:1]([O:4][CH:5]1[C:9]2[N:10]=[CH:11][N:12]=[C:13]([N:25]3[CH2:24][CH2:23][N:22]([C:15]([O:17][C:18]([CH3:21])([CH3:20])[CH3:19])=[O:16])[CH2:27][CH2:26]3)[C:8]=2[CH2:7][CH2:6]1)(=[O:3])[CH3:2]. The catalyst is CN1C(=O)CCC1.C(OCC)(=O)C. (3) The reactants are [OH:1][C:2]1[C:11]2[C:6](=[CH:7][CH:8]=[C:9]([CH3:12])[CH:10]=2)[O:5][C:4](=[O:13])[CH:3]=1. The catalyst is C(O)C. The product is [CH2:4]([O:5][CH:6]1[O:1][C:2]2[C:11]3[CH:10]=[C:9]([CH3:12])[CH:8]=[CH:7][C:6]=3[O:5][C:4](=[O:13])[C:3]=2[CH:7]1[C:3]1[C:4](=[O:13])[O:5][C:6]2[C:11]([C:2]=1[OH:1])=[CH:10][C:9]([CH3:12])=[CH:8][CH:7]=2)[CH3:3]. The yield is 0.700.